From a dataset of Catalyst prediction with 721,799 reactions and 888 catalyst types from USPTO. Predict which catalyst facilitates the given reaction. (1) Reactant: [CH2:1]([O:8][C:9]1[CH:14]=[CH:13][C:12]([C:15](=[O:18])[CH2:16]Cl)=[CH:11][C:10]=1[NH:19][S:20]([CH3:23])(=[O:22])=[O:21])[C:2]1[CH:7]=[CH:6][CH:5]=[CH:4][CH:3]=1.[CH2:24]([NH:31][CH2:32][C:33]1[CH:38]=[CH:37][CH:36]=[CH:35][CH:34]=1)[C:25]1[CH:30]=[CH:29][CH:28]=[CH:27][CH:26]=1. Product: [CH2:1]([O:8][C:9]1[CH:14]=[CH:13][C:12]([C:15](=[O:18])[CH2:16][N:31]([CH2:24][C:25]2[CH:30]=[CH:29][CH:28]=[CH:27][CH:26]=2)[CH2:32][C:33]2[CH:38]=[CH:37][CH:36]=[CH:35][CH:34]=2)=[CH:11][C:10]=1[NH:19][S:20]([CH3:23])(=[O:22])=[O:21])[C:2]1[CH:7]=[CH:6][CH:5]=[CH:4][CH:3]=1. The catalyst class is: 9. (2) Reactant: [CH2:1]([N:8]1[C:12]2[C:13](=[O:28])[N:14]([CH3:27])[C:15]([CH2:24][C:25]#N)=[C:16]([C:17]3[CH:22]=[CH:21][C:20]([Cl:23])=[CH:19][CH:18]=3)[C:11]=2[CH:10]=[CH:9]1)[C:2]1[CH:7]=[CH:6][CH:5]=[CH:4][CH:3]=1.[OH-:29].[K+].Cl.[Si](C=[N+]=[N-])(C)(C)C.[CH2:39]([OH:41])C. Product: [CH2:1]([N:8]1[C:12]2[C:13](=[O:28])[N:14]([CH3:27])[C:15]([CH2:24][C:25]([O:41][CH3:39])=[O:29])=[C:16]([C:17]3[CH:22]=[CH:21][C:20]([Cl:23])=[CH:19][CH:18]=3)[C:11]=2[CH:10]=[CH:9]1)[C:2]1[CH:3]=[CH:4][CH:5]=[CH:6][CH:7]=1. The catalyst class is: 6. (3) The catalyst class is: 10. Product: [CH3:21][C:22]1[O:9][C:8]([C:10]2[CH:15]=[CH:14][C:13]([O:16][C:17]([F:20])([F:19])[F:18])=[CH:12][CH:11]=2)=[CH:7][N:5]=1. Reactant: [Cl-].[Al+3].[Cl-].[Cl-].[N+:5](=[CH:7][C:8]([C:10]1[CH:15]=[CH:14][C:13]([O:16][C:17]([F:20])([F:19])[F:18])=[CH:12][CH:11]=1)=[O:9])=[N-].[CH2:21](OCC)[CH3:22].